This data is from Reaction yield outcomes from USPTO patents with 853,638 reactions. The task is: Predict the reaction yield, written as a fraction of the theoretical maximum amount of product (1.0 means a 100% yield; for example, 0.34 means a 34% yield). (1) The reactants are [CH3:1][O:2][C:3]1[CH:4]=[C:5]([P:12](=[O:15])([CH3:14])[CH3:13])[CH:6]=[CH:7][C:8]=1[N+:9]([O-])=O. The catalyst is CCO.[Pd]. The product is [CH3:14][P:12]([C:5]1[CH:6]=[CH:7][C:8]([NH2:9])=[C:3]([O:2][CH3:1])[CH:4]=1)([CH3:13])=[O:15]. The yield is 0.860. (2) The reactants are [F:1][C:2]([F:12])([F:11])[O:3][C:4]1[CH:5]=[C:6]([CH:8]=[CH:9][CH:10]=1)[NH2:7].P(=O)(O)(O)O.[N+]([O-])(O)=O.[N:22]([O-])=O.[Na+].C([O-])(=O)C.[K+].[C:31]([CH2:34][C:35](=[O:37])[CH3:36])(=[O:33])[CH3:32]. The catalyst is O.C(O)C. The product is [F:1][C:2]([F:11])([F:12])[O:3][C:4]1[CH:5]=[C:6]([NH:7][N:22]=[C:34]([C:35](=[O:37])[CH3:36])[C:31](=[O:33])[CH3:32])[CH:8]=[CH:9][CH:10]=1. The yield is 0.740.